From a dataset of Full USPTO retrosynthesis dataset with 1.9M reactions from patents (1976-2016). Predict the reactants needed to synthesize the given product. Given the product [CH3:26][O:27][C:28]([C:24]1[CH2:25][C:8]([C:5]2[CH:6]=[N:7][C:2]([Cl:1])=[CH:3][CH:4]=2)([C:9]#[N:10])[CH2:13][CH2:12][C:11]=1[OH:14])=[O:20], predict the reactants needed to synthesize it. The reactants are: [Cl:1][C:2]1[N:7]=[CH:6][C:5]([CH2:8][C:9]#[N:10])=[CH:4][CH:3]=1.[C:11](OC)(=[O:14])[CH:12]=[CH2:13].CC(C)([O-:20])C.[K+].Cl.[CH2:24]1[CH2:28][O:27][CH2:26][CH2:25]1.